This data is from Catalyst prediction with 721,799 reactions and 888 catalyst types from USPTO. The task is: Predict which catalyst facilitates the given reaction. (1) Reactant: Cl.[CH2:2]([N:4]1[CH2:8][CH2:7][C:6]2([CH2:13][CH2:12][NH:11][CH2:10][CH2:9]2)[C:5]1=[O:14])[CH3:3].C(N(CC)CC)C.[F:22][C:23]([F:35])([F:34])[C:24]1[CH:29]=[CH:28][C:27]([S:30](Cl)(=[O:32])=[O:31])=[CH:26][CH:25]=1.O. Product: [CH2:2]([N:4]1[CH2:8][CH2:7][C:6]2([CH2:13][CH2:12][N:11]([S:30]([C:27]3[CH:26]=[CH:25][C:24]([C:23]([F:22])([F:34])[F:35])=[CH:29][CH:28]=3)(=[O:32])=[O:31])[CH2:10][CH2:9]2)[C:5]1=[O:14])[CH3:3]. The catalyst class is: 4. (2) Reactant: [Cl:1][C:2]1[CH:13]=[CH:12][C:5]([C:6](N(OC)C)=[O:7])=[C:4]([NH:14][C:15]2[CH:20]=[CH:19][CH:18]=[CH:17][CH:16]=2)[CH:3]=1.[CH2:21]([Mg]Br)[CH3:22]. Product: [Cl:1][C:2]1[CH:13]=[CH:12][C:5]([C:6](=[O:7])[CH2:21][CH3:22])=[C:4]([NH:14][C:15]2[CH:20]=[CH:19][CH:18]=[CH:17][CH:16]=2)[CH:3]=1. The catalyst class is: 7.